Dataset: Peptide-MHC class I binding affinity with 185,985 pairs from IEDB/IMGT. Task: Regression. Given a peptide amino acid sequence and an MHC pseudo amino acid sequence, predict their binding affinity value. This is MHC class I binding data. (1) The peptide sequence is SMRFESSPH. The MHC is HLA-B15:01 with pseudo-sequence HLA-B15:01. The binding affinity (normalized) is 0.789. (2) The peptide sequence is MLDDLTMGY. The MHC is HLA-A26:01 with pseudo-sequence HLA-A26:01. The binding affinity (normalized) is 0.178.